This data is from Reaction yield outcomes from USPTO patents with 853,638 reactions. The task is: Predict the reaction yield, written as a fraction of the theoretical maximum amount of product (1.0 means a 100% yield; for example, 0.34 means a 34% yield). (1) The reactants are [CH3:1][CH:2]1[CH2:6][CH2:5][CH2:4][N:3]1[CH2:7][CH2:8][CH2:9][O:10][C:11]1[CH:16]=[CH:15][C:14]([C:17]2[O:18][CH:19]=[C:20]([CH2:22][N:23]3[C@H:27]([CH2:28][N:29]4[CH2:34][CH2:33][O:32][CH2:31][CH2:30]4)[CH2:26][CH2:25][C:24]3=O)[N:21]=2)=[CH:13][CH:12]=1.[H-].[Al+3].[Li+].[H-].[H-].[H-].O.[OH-].[Na+]. The catalyst is O1CCCC1. The product is [CH3:1][CH:2]1[CH2:6][CH2:5][CH2:4][N:3]1[CH2:7][CH2:8][CH2:9][O:10][C:11]1[CH:12]=[CH:13][C:14]([C:17]2[O:18][CH:19]=[C:20]([CH2:22][N:23]3[CH2:24][CH2:25][CH2:26][C@H:27]3[CH2:28][N:29]3[CH2:30][CH2:31][O:32][CH2:33][CH2:34]3)[N:21]=2)=[CH:15][CH:16]=1. The yield is 0.290. (2) The reactants are [C:1]([O:5][C:6](=[O:20])[NH:7][C:8]1[CH:9]=[CH:10][C:11]2[CH2:17][CH2:16][CH2:15][C:14](=O)[NH:13][C:12]=2[CH:19]=1)([CH3:4])([CH3:3])[CH3:2].COC1C=CC(P2(SP(C3C=CC(OC)=CC=3)(=S)S2)=[S:30])=CC=1. The catalyst is C1COCC1. The product is [C:1]([O:5][C:6](=[O:20])[NH:7][C:8]1[CH:9]=[CH:10][C:11]2[CH2:17][CH2:16][CH2:15][C:14](=[S:30])[NH:13][C:12]=2[CH:19]=1)([CH3:4])([CH3:3])[CH3:2]. The yield is 0.940. (3) The reactants are [N+:1]([C:4]1[CH:5]=[CH:6][CH:7]=[C:8]2[C:12]=1[C:11](=[O:13])[N:10]([O:14]CC1C=CC=CC=1)[CH2:9]2)([O-])=O.[H][H]. The catalyst is CO.[Pd]. The product is [NH2:1][C:4]1[CH:5]=[CH:6][CH:7]=[C:8]2[C:12]=1[C:11](=[O:13])[N:10]([OH:14])[CH2:9]2. The yield is 0.900. (4) The product is [NH2:11][C:7]1[CH:6]=[C:5]2[C:10]([C:2]([CH3:17])([CH3:1])[CH2:3][N:4]2[C:14](=[O:16])[CH3:15])=[CH:9][CH:8]=1. The catalyst is CO.[Pd]. The reactants are [CH3:1][C:2]1([CH3:17])[C:10]2[C:5](=[CH:6][C:7]([N+:11]([O-])=O)=[CH:8][CH:9]=2)[N:4]([C:14](=[O:16])[CH3:15])[CH2:3]1. The yield is 0.610.